Dataset: Full USPTO retrosynthesis dataset with 1.9M reactions from patents (1976-2016). Task: Predict the reactants needed to synthesize the given product. (1) Given the product [Cl:16][C:17]1[CH:22]=[CH:21][C:20]([C:23]2[CH:24]=[C:25]([C:28]([NH:1][C:2]3[CH:7]=[CH:6][C:5]([N:8]4[CH2:12][CH2:11][C@@H:10]([OH:13])[CH2:9]4)=[C:4]([O:14][CH3:15])[CH:3]=3)=[O:29])[NH:26][CH:27]=2)=[CH:19][CH:18]=1, predict the reactants needed to synthesize it. The reactants are: [NH2:1][C:2]1[CH:7]=[CH:6][C:5]([N:8]2[CH2:12][CH2:11][C@@H:10]([OH:13])[CH2:9]2)=[C:4]([O:14][CH3:15])[CH:3]=1.[Cl:16][C:17]1[CH:22]=[CH:21][C:20]([C:23]2[CH:24]=[C:25]([C:28](O)=[O:29])[NH:26][CH:27]=2)=[CH:19][CH:18]=1. (2) Given the product [F:27][C:28]1[C:33]([CH:34]([C:2]2[C:10]3[C:5](=[N:6][CH:7]=[C:8]([CH3:11])[CH:9]=3)[N:4]([Si:12]([CH:19]([CH3:21])[CH3:20])([CH:16]([CH3:18])[CH3:17])[CH:13]([CH3:15])[CH3:14])[CH:3]=2)[OH:35])=[CH:32][CH:31]=[C:30]([NH:36][C:37]2[CH:38]=[N:39][C:40]([O:43][CH3:44])=[CH:41][CH:42]=2)[N:29]=1, predict the reactants needed to synthesize it. The reactants are: I[C:2]1[C:10]2[C:5](=[N:6][CH:7]=[C:8]([CH3:11])[CH:9]=2)[N:4]([Si:12]([CH:19]([CH3:21])[CH3:20])([CH:16]([CH3:18])[CH3:17])[CH:13]([CH3:15])[CH3:14])[CH:3]=1.C([Mg]Cl)(C)C.[F:27][C:28]1[C:33]([CH:34]=[O:35])=[CH:32][CH:31]=[C:30]([NH:36][C:37]2[CH:38]=[N:39][C:40]([O:43][CH3:44])=[CH:41][CH:42]=2)[N:29]=1.O. (3) Given the product [C:1]1([C:7]2([CH3:14])[NH:11][C:10](=[O:12])[N:9]([CH2:16][C:17](=[O:18])[C:19]3[CH:24]=[CH:23][CH:22]=[CH:21][CH:20]=3)[C:8]2=[O:13])[CH2:6][CH2:5][CH2:4][CH2:3][CH:2]=1, predict the reactants needed to synthesize it. The reactants are: [C:1]1([C:7]2([CH3:14])[NH:11][C:10](=[O:12])[NH:9][C:8]2=[O:13])[CH2:6][CH2:5][CH2:4][CH2:3][CH:2]=1.Br[CH2:16][C:17]([C:19]1[CH:24]=[CH:23][CH:22]=[CH:21][CH:20]=1)=[O:18]. (4) Given the product [S:1]([NH:17][CH2:18][CH2:19][S:20][S:21][CH2:22][CH2:23][NH2:24])([C:4]1[C:16]2[CH:15]=[CH:14][CH:13]=[C:9]([N:10]([CH3:12])[CH3:11])[C:8]=2[CH:7]=[CH:6][CH:5]=1)(=[O:2])=[O:3].[C:59]1(=[O:60])[NH:61][C:62](=[O:64])[CH:63]=[CH:58]1, predict the reactants needed to synthesize it. The reactants are: [S:1]([N:17](S(C1C2C=CC=C(N(C)C)C=2C=CC=1)(=O)=O)[CH2:18][CH2:19][S:20][S:21][CH2:22][CH2:23][NH2:24])([C:4]1[C:16]2[CH:15]=[CH:14][CH:13]=[C:9]([N:10]([CH3:12])[CH3:11])[C:8]=2[CH:7]=[CH:6][CH:5]=1)(=[O:3])=[O:2].C(C(O)=O)CP(CCC(O)=O)CCC(O)=O.Br[C:58]1[C:59]([NH:61][C:62](=[O:64])[CH:63]=1)=[O:60]. (5) Given the product [CH:1]1[C:11]2[C:6](=[CH:7][CH:8]=[CH:9][CH:10]=2)[CH2:5][CH2:4][N:3]=1, predict the reactants needed to synthesize it. The reactants are: [CH:1]([NH:3][CH2:4][CH2:5][C:6]1[CH:11]=[CH:10][CH:9]=[CH:8][CH:7]=1)=O.O=P(Cl)(Cl)Cl. (6) Given the product [C:16]([O:15][C:13]([NH:12][C@@H:5]([CH2:6][CH2:7][CH2:8][C@@H:9]([NH:11][C:26](=[O:27])[C@@H:25]([NH:24][C:23]([O:22][CH3:21])=[O:49])[CH:36]([C:43]1[CH:44]=[CH:45][CH:46]=[CH:47][CH:48]=1)[C:37]1[CH:42]=[CH:41][CH:40]=[CH:39][CH:38]=1)[CH3:10])[C:4]([O:3][CH2:1][CH3:2])=[O:20])=[O:14])([CH3:18])([CH3:17])[CH3:19], predict the reactants needed to synthesize it. The reactants are: [CH2:1]([O:3][C:4](=[O:20])[C@@H:5]([NH:12][C:13]([O:15][C:16]([CH3:19])([CH3:18])[CH3:17])=[O:14])[CH2:6][CH2:7][CH2:8][C@@H:9]([NH2:11])[CH3:10])[CH3:2].[CH3:21][O:22][C:23](=[O:49])[NH:24][C@@H:25]([CH:36]([C:43]1[CH:48]=[CH:47][CH:46]=[CH:45][CH:44]=1)[C:37]1[CH:42]=[CH:41][CH:40]=[CH:39][CH:38]=1)[C:26](ON1C(=O)CCC1=O)=[O:27]. (7) Given the product [CH3:14][C:15]1[N:20]=[C:19]([CH3:21])[C:18]([O:22][CH2:23][C@@:24]2([C:29]3[CH:34]=[CH:33][C:32]([O:35][CH2:36][O:37][CH3:38])=[C:31]([F:39])[CH:30]=3)[CH2:26][C@H:25]2[CH:27]=[O:28])=[CH:17][N:16]=1, predict the reactants needed to synthesize it. The reactants are: ClCCl.CS(C)=O.C(Cl)(=O)C(Cl)=O.[CH3:14][C:15]1[N:20]=[C:19]([CH3:21])[C:18]([O:22][CH2:23][C@@:24]2([C:29]3[CH:34]=[CH:33][C:32]([O:35][CH2:36][O:37][CH3:38])=[C:31]([F:39])[CH:30]=3)[CH2:26][C@H:25]2[CH2:27][OH:28])=[CH:17][N:16]=1. (8) Given the product [CH2:18]([N:15]1[CH2:14][CH2:13][CH:12]([C:10]([NH:9][C:6]2[CH:7]=[CH:8][C:3]([CH2:2][NH:1][C:41]3[C:40]4[C:35](=[CH:36][C:37]([I:44])=[CH:38][CH:39]=4)[N:34]=[C:33]([N:27]([CH3:28])[CH3:26])[N:42]=3)=[CH:4][CH:5]=2)=[O:11])[CH2:17][CH2:16]1)[C:19]1[CH:20]=[CH:21][CH:22]=[CH:23][CH:24]=1, predict the reactants needed to synthesize it. The reactants are: [NH2:1][CH2:2][C:3]1[CH:8]=[CH:7][C:6]([NH:9][C:10]([CH:12]2[CH2:17][CH2:16][N:15]([CH2:18][C:19]3[CH:24]=[CH:23][CH:22]=[CH:21][CH:20]=3)[CH2:14][CH2:13]2)=[O:11])=[CH:5][CH:4]=1.C[CH2:26][N:27](CC)[CH2:28]C.Cl[C:33]1[N:42]=[C:41](Cl)[C:40]2[C:35](=[CH:36][C:37]([I:44])=[CH:38][CH:39]=2)[N:34]=1. (9) Given the product [CH3:1][O:2][C:3](=[O:18])[C:4]1[CH:9]=[CH:8][C:7]([CH:10]([CH3:12])[CH3:11])=[C:6]([O:13][C:14]([F:15])([F:16])[F:17])[CH:5]=1, predict the reactants needed to synthesize it. The reactants are: [CH3:1][O:2][C:3](=[O:18])[C:4]1[CH:9]=[CH:8][C:7]([C:10]([CH3:12])=[CH2:11])=[C:6]([O:13][C:14]([F:17])([F:16])[F:15])[CH:5]=1.